The task is: Predict the reactants needed to synthesize the given product.. This data is from Full USPTO retrosynthesis dataset with 1.9M reactions from patents (1976-2016). (1) Given the product [Cl:1][C:2]1[CH:3]=[CH:4][C:5]([N:21]2[CH:22]=[CH:23][CH:24]=[CH:25]2)=[C:6]([C:8]([C:10]2[CH:15]=[CH:14][CH:13]=[C:12]([O:16][CH3:17])[C:11]=2[O:18][CH2:19][CH3:20])=[O:9])[CH:7]=1, predict the reactants needed to synthesize it. The reactants are: [Cl:1][C:2]1[CH:3]=[CH:4][C:5]([N:21]2[CH:25]=[CH:24][CH:23]=[CH:22]2)=[C:6]([CH:8]([C:10]2[CH:15]=[CH:14][CH:13]=[C:12]([O:16][CH3:17])[C:11]=2[O:18][CH2:19][CH3:20])[OH:9])[CH:7]=1. (2) The reactants are: [CH2:1]([N:3]([C@H:17]1[CH2:22][CH2:21][C@H:20]([OH:23])[CH2:19][CH2:18]1)[S:4]([C:7]1[CH:12]=[CH:11][C:10]([C:13]([F:16])([F:15])[F:14])=[CH:9][CH:8]=1)(=[O:6])=[O:5])[CH3:2].[Br:24][CH2:25][CH2:26][CH2:27][CH2:28]Br. Given the product [Br:24][CH2:25][CH2:26][CH2:27][CH2:28][O:23][C@H:20]1[CH2:19][CH2:18][C@H:17]([N:3]([CH2:1][CH3:2])[S:4]([C:7]2[CH:12]=[CH:11][C:10]([C:13]([F:16])([F:14])[F:15])=[CH:9][CH:8]=2)(=[O:5])=[O:6])[CH2:22][CH2:21]1, predict the reactants needed to synthesize it. (3) Given the product [C:21]1([C@H:19]([NH:18][CH:16]2[CH2:15][CH:14]([C:12]([NH:11][CH:4]([C:5]3[CH:10]=[CH:9][CH:8]=[CH:7][CH:6]=3)[C:3]([OH:31])=[O:2])=[O:13])[CH2:17]2)[CH3:20])[C:30]2[C:25](=[CH:26][CH:27]=[CH:28][CH:29]=2)[CH:24]=[CH:23][CH:22]=1, predict the reactants needed to synthesize it. The reactants are: C[O:2][C:3](=[O:31])[CH:4]([NH:11][C:12]([CH:14]1[CH2:17][CH:16]([NH:18][C@@H:19]([C:21]2[C:30]3[C:25](=[CH:26][CH:27]=[CH:28][CH:29]=3)[CH:24]=[CH:23][CH:22]=2)[CH3:20])[CH2:15]1)=[O:13])[C:5]1[CH:10]=[CH:9][CH:8]=[CH:7][CH:6]=1.O.[Li+].[OH-].Cl.